This data is from Reaction yield outcomes from USPTO patents with 853,638 reactions. The task is: Predict the reaction yield, written as a fraction of the theoretical maximum amount of product (1.0 means a 100% yield; for example, 0.34 means a 34% yield). (1) The reactants are [CH3:1][C:2]1[O:3][C:4]([CH3:8])=[C:5]([CH3:7])[N:6]=1.[O:9]=[C:10]1[CH:14]=[CH:13][C:12](=[O:15])[N:11]1[C:16]1[CH:23]=[CH:22][C:19]([C:20]#[N:21])=[C:18]([C:24]([F:27])([F:26])[F:25])[CH:17]=1. The catalyst is C1(C)C=CC=CC=1. The product is [CH3:1][C:2]12[O:3][C:4]([CH3:8])([CH:14]3[C:10](=[O:9])[N:11]([C:16]4[CH:23]=[CH:22][C:19]([C:20]#[N:21])=[C:18]([C:24]([F:25])([F:27])[F:26])[CH:17]=4)[C:12](=[O:15])[CH:13]31)[C:5]([CH3:7])=[N:6]2. The yield is 0.350. (2) The reactants are [CH2:1]([O:8][CH2:9][CH2:10][O:11][C:12]1[C:13](Br)=[C:14]([C:17]([F:20])=[CH:18][CH:19]=1)[CH:15]=[O:16])[C:2]1[CH:7]=[CH:6][CH:5]=[CH:4][CH:3]=1.[B:22]1(B2OC(C)(C)C(C)(C)O2)[O:26]C(C)(C)C(C)(C)[O:23]1.CC([O-])=O.[K+].N#N. The catalyst is C1COCC1.C1C=CC(P(C2C=CC=CC=2)[C-]2C=CC=C2)=CC=1.C1C=CC(P(C2C=CC=CC=2)[C-]2C=CC=C2)=CC=1.Cl[Pd]Cl.[Fe+2]. The product is [CH2:1]([O:8][CH2:9][CH2:10][O:11][C:12]1[C:13]([B:22]([OH:26])[OH:23])=[C:14]([CH:15]=[O:16])[C:17]([F:20])=[CH:18][CH:19]=1)[C:2]1[CH:7]=[CH:6][CH:5]=[CH:4][CH:3]=1. The yield is 0.560.